Dataset: Full USPTO retrosynthesis dataset with 1.9M reactions from patents (1976-2016). Task: Predict the reactants needed to synthesize the given product. (1) The reactants are: Br[C:2]1[C:3](=[O:32])[N:4]([CH2:24][CH2:25][C:26]2[CH:31]=[CH:30][CH:29]=[CH:28][CH:27]=2)[C:5]([C:9]2[CH:14]=[CH:13][CH:12]=[C:11]([O:15][CH2:16][C:17]3[CH:22]=[CH:21][CH:20]=[CH:19][CH:18]=3)[C:10]=2[F:23])=[N:6][C:7]=1[CH3:8].[C:33]1([C:39]([C:41]2[CH:46]=[CH:45][CH:44]=[CH:43][CH:42]=2)=[NH:40])[CH:38]=[CH:37][CH:36]=[CH:35][CH:34]=1.C1C=CC(P(C2C(C3C(P(C4C=CC=CC=4)C4C=CC=CC=4)=CC=C4C=3C=CC=C4)=C3C(C=CC=C3)=CC=2)C2C=CC=CC=2)=CC=1.CC([O-])(C)C.[Na+]. Given the product [C:33]1([C:39](=[N:40][C:2]2[C:3](=[O:32])[N:4]([CH2:24][CH2:25][C:26]3[CH:31]=[CH:30][CH:29]=[CH:28][CH:27]=3)[C:5]([C:9]3[CH:14]=[CH:13][CH:12]=[C:11]([O:15][CH2:16][C:17]4[CH:22]=[CH:21][CH:20]=[CH:19][CH:18]=4)[C:10]=3[F:23])=[N:6][C:7]=2[CH3:8])[C:41]2[CH:42]=[CH:43][CH:44]=[CH:45][CH:46]=2)[CH:38]=[CH:37][CH:36]=[CH:35][CH:34]=1, predict the reactants needed to synthesize it. (2) Given the product [CH3:1][C:2]12[C:12](=[O:13])[C:11]3[C:6](=[CH:7][CH:8]=[CH:9][CH:10]=3)[C:4](=[O:5])[CH:3]1[O:14]2, predict the reactants needed to synthesize it. The reactants are: [CH3:1][C:2]1[C:12](=[O:13])[C:11]2[CH:10]=[CH:9][CH:8]=[CH:7][C:6]=2[C:4](=[O:5])[CH:3]=1.[OH-:14].[Na+].OO. (3) Given the product [Br:1][C:2]1[CH:7]=[CH:6][N:5]([CH:10]([CH2:18][CH3:19])[C:11]([O:13][C:14]([CH3:17])([CH3:16])[CH3:15])=[O:12])[C:4](=[O:8])[CH:3]=1, predict the reactants needed to synthesize it. The reactants are: [Br:1][C:2]1[CH:7]=[CH:6][NH:5][C:4](=[O:8])[CH:3]=1.Br[CH:10]([CH2:18][CH3:19])[C:11]([O:13][C:14]([CH3:17])([CH3:16])[CH3:15])=[O:12].